From a dataset of NCI-60 drug combinations with 297,098 pairs across 59 cell lines. Regression. Given two drug SMILES strings and cell line genomic features, predict the synergy score measuring deviation from expected non-interaction effect. Drug 1: CN1C2=C(C=C(C=C2)N(CCCl)CCCl)N=C1CCCC(=O)O.Cl. Drug 2: C1CN(CCN1C(=O)CCBr)C(=O)CCBr. Cell line: SR. Synergy scores: CSS=50.3, Synergy_ZIP=0.534, Synergy_Bliss=-0.727, Synergy_Loewe=-21.5, Synergy_HSA=0.329.